Dataset: Reaction yield outcomes from USPTO patents with 853,638 reactions. Task: Predict the reaction yield, written as a fraction of the theoretical maximum amount of product (1.0 means a 100% yield; for example, 0.34 means a 34% yield). (1) The reactants are O1CCCC1.[F:6][C:7]1[CH:8]=[C:9]([CH2:22][C:23](Cl)=[N:24][OH:25])[CH:10]=[CH:11][C:12]=1[O:13][CH2:14][C:15]1[CH:20]=[CH:19][C:18]([F:21])=[CH:17][N:16]=1.[C:27]([C:29]1[C:30]([NH2:36])=[N:31][C:32]([NH2:35])=[CH:33][CH:34]=1)#[CH:28].C(N(CC)CC)C. The catalyst is O. The product is [F:6][C:7]1[CH:8]=[C:9]([CH:10]=[CH:11][C:12]=1[O:13][CH2:14][C:15]1[CH:20]=[CH:19][C:18]([F:21])=[CH:17][N:16]=1)[CH2:22][C:23]1[CH:28]=[C:27]([C:29]2[C:30]([NH2:36])=[N:31][C:32]([NH2:35])=[CH:33][CH:34]=2)[O:25][N:24]=1. The yield is 0.480. (2) The reactants are Br[C:2]1[CH:3]=[C:4]2[C:9](=[CH:10][CH:11]=1)[CH:8]=[C:7](O)[CH:6]=[CH:5]2.[CH2:13](O)[CH3:14].[C:16](=[O:19])([O-])[O-].[Na+].[Na+]. The catalyst is Cl[Pd](Cl)([P](C1C=CC=CC=1)(C1C=CC=CC=1)C1C=CC=CC=1)[P](C1C=CC=CC=1)(C1C=CC=CC=1)C1C=CC=CC=1.O. The product is [C:9]1([C:10]2[CH:11]=[CH:14][C:13]3[C:5](=[CH:6][CH:7]=[CH:8][CH:9]=3)[C:16]=2[OH:19])[C:4]2[CH2:3][C:2]3[C:10](=[CH:11][CH:2]=[CH:3][CH:4]=3)[C:5]=2[CH:6]=[CH:7][CH:8]=1. The yield is 0.825. (3) The reactants are [Br:1][C:2]1[CH:3]=[C:4]([F:20])[C:5]([N:11]([CH2:16][CH:17]([CH3:19])[CH3:18])[CH2:12][CH:13]([CH3:15])[CH3:14])=[C:6]([CH:10]=1)C(O)=O.C([N:23](CC)CC)C.P(N=[N+]=[N-])(=O)(OC1C=CC=CC=1)OC1C=CC=CC=1.C(O)(C)(C)C.C(=O)(OC(C)(C)C)N. The catalyst is C1COCC1.CCOCC.Cl.O1CCOCC1. The product is [Br:1][C:2]1[CH:10]=[C:6]([NH2:23])[C:5]([N:11]([CH2:16][CH:17]([CH3:19])[CH3:18])[CH2:12][CH:13]([CH3:15])[CH3:14])=[C:4]([F:20])[CH:3]=1. The yield is 0.140. (4) The reactants are [C:1]1([CH2:7][O:8][C:9]([NH:11][CH2:12][C@H:13]2[CH2:17][CH2:16][CH2:15][N:14]2C(OC(C)(C)C)=O)=[O:10])[CH:6]=[CH:5][CH:4]=[CH:3][CH:2]=1.C(O)(C(F)(F)F)=O. The catalyst is ClCCl. The product is [NH:14]1[CH2:15][CH2:16][CH2:17][C@@H:13]1[CH2:12][NH:11][C:9](=[O:10])[O:8][CH2:7][C:1]1[CH:6]=[CH:5][CH:4]=[CH:3][CH:2]=1. The yield is 0.880.